From a dataset of Catalyst prediction with 721,799 reactions and 888 catalyst types from USPTO. Predict which catalyst facilitates the given reaction. Reactant: [CH3:1][O:2][C:3]1[CH:22]=[C:21]([O:23][CH3:24])[CH:20]=[CH:19][C:4]=1[CH2:5][N:6]1[C:11](=[O:12])[C:10]2[CH:13]=[C:14]([CH2:16][CH3:17])[S:15][C:9]=2[NH:8][C:7]1=[O:18].[Br:25][C:26]1[CH:27]=[C:28]([C:34]2[C:35]([C:40]#[N:41])=[CH:36][CH:37]=[CH:38][CH:39]=2)[CH:29]=[CH:30][C:31]=1[CH2:32]Br.C(=O)([O-])[O-].[K+].[K+]. Product: [Br:25][C:26]1[CH:27]=[C:28]([C:34]2[C:35]([C:40]#[N:41])=[CH:36][CH:37]=[CH:38][CH:39]=2)[CH:29]=[CH:30][C:31]=1[CH2:32][N:8]1[C:9]2[S:15][C:14]([CH2:16][CH3:17])=[CH:13][C:10]=2[C:11](=[O:12])[N:6]([CH2:5][C:4]2[CH:19]=[CH:20][C:21]([O:23][CH3:24])=[CH:22][C:3]=2[O:2][CH3:1])[C:7]1=[O:18]. The catalyst class is: 10.